The task is: Predict the product of the given reaction.. This data is from Forward reaction prediction with 1.9M reactions from USPTO patents (1976-2016). (1) Given the reactants [F:1][C:2]1[CH:7]=[N:6][C:5]([C:8]2[CH:12]=[C:11]([C:13]([O:15]CC)=[O:14])[NH:10][N:9]=2)=[C:4]2[NH:18][CH:19]=[C:20]([C:21](=[O:41])[C:22](=[O:40])[N:23]3[CH2:28][CH2:27][N:26]([C:29]4[N:33]([C:34]5[CH:39]=[CH:38][CH:37]=[CH:36][CH:35]=5)[N:32]=[N:31][N:30]=4)[CH2:25][CH2:24]3)[C:3]=12.O.[OH-].[Li+].Cl, predict the reaction product. The product is: [F:1][C:2]1[CH:7]=[N:6][C:5]([C:8]2[CH:12]=[C:11]([C:13]([OH:15])=[O:14])[NH:10][N:9]=2)=[C:4]2[NH:18][CH:19]=[C:20]([C:21](=[O:41])[C:22](=[O:40])[N:23]3[CH2:28][CH2:27][N:26]([C:29]4[N:33]([C:34]5[CH:35]=[CH:36][CH:37]=[CH:38][CH:39]=5)[N:32]=[N:31][N:30]=4)[CH2:25][CH2:24]3)[C:3]=12. (2) Given the reactants [C:1]([C:3]1[CH:8]=[CH:7][C:6]([C:9]2[CH:10]=[N:11][N:12]([C:15]3[CH:23]=[CH:22][C:18]([C:19]([OH:21])=O)=[CH:17][N:16]=3)[C:13]=2[OH:14])=[C:5]([F:24])[CH:4]=1)#[N:2].[CH3:25][O:26][CH2:27][CH2:28][C:29]1([NH2:32])[CH2:31][CH2:30]1, predict the reaction product. The product is: [C:1]([C:3]1[CH:8]=[CH:7][C:6]([C:9]2[CH:10]=[N:11][N:12]([C:15]3[CH:23]=[CH:22][C:18]([C:19]([NH:32][C:29]4([CH2:28][CH2:27][O:26][CH3:25])[CH2:31][CH2:30]4)=[O:21])=[CH:17][N:16]=3)[C:13]=2[OH:14])=[C:5]([F:24])[CH:4]=1)#[N:2]. (3) Given the reactants S(Cl)([Cl:3])=O.[CH2:5]([NH:7][CH2:8][C:9]([OH:11])=[O:10])[CH3:6].[CH2:12](O)[CH3:13], predict the reaction product. The product is: [ClH:3].[CH2:12]([O:10][C:9](=[O:11])[CH2:8][NH:7][CH2:5][CH3:6])[CH3:13]. (4) The product is: [CH3:10][N:11]([CH3:12])[CH2:1][CH:2]([C:3]1[CH:8]=[CH:7][CH:6]=[CH:5][CH:4]=1)[OH:9]. Given the reactants [CH2:1]1[O:9][CH:2]1[C:3]1[CH:8]=[CH:7][CH:6]=[CH:5][CH:4]=1.[CH3:10][NH:11][CH3:12], predict the reaction product.